From a dataset of Forward reaction prediction with 1.9M reactions from USPTO patents (1976-2016). Predict the product of the given reaction. (1) Given the reactants [CH2:1]([O:8][C:9]1[CH:19]=[CH:18][C:12]([O:13][CH2:14][C@@H:15]2[CH2:17][O:16]2)=[CH:11][C:10]=1[N+:20]([O-:22])=[O:21])[C:2]1[CH:7]=[CH:6][CH:5]=[CH:4][CH:3]=1.C([NH:30][C@@H:31]([CH2:34][C:35]1[CH:40]=[CH:39][C:38]([OH:41])=[CH:37][CH:36]=1)[CH2:32][OH:33])C1C=CC=CC=1, predict the reaction product. The product is: [CH2:1]([O:8][C:9]1[CH:19]=[CH:18][C:12]([O:13][CH2:14][C@@H:15]([OH:16])[CH2:17][NH:30][C@@H:31]([CH2:34][C:35]2[CH:36]=[CH:37][C:38]([O:41][CH2:1][C:2]3[CH:7]=[CH:6][CH:5]=[CH:4][CH:3]=3)=[CH:39][CH:40]=2)[CH2:32][OH:33])=[CH:11][C:10]=1[N+:20]([O-:22])=[O:21])[C:2]1[CH:7]=[CH:6][CH:5]=[CH:4][CH:3]=1. (2) Given the reactants [Br:1][C:2]1[CH:3]=[C:4]([CH:6]=[CH:7][C:8]=1[O:9][CH3:10])[NH2:5].CO[CH:13]=[C:14]1[C:19](=[O:20])[O:18][C:17]([CH3:22])([CH3:21])[O:16][C:15]1=[O:23], predict the reaction product. The product is: [Br:1][C:2]1[CH:3]=[C:4]([NH:5][CH:13]=[C:14]2[C:15](=[O:23])[O:16][C:17]([CH3:21])([CH3:22])[O:18][C:19]2=[O:20])[CH:6]=[CH:7][C:8]=1[O:9][CH3:10].